This data is from Full USPTO retrosynthesis dataset with 1.9M reactions from patents (1976-2016). The task is: Predict the reactants needed to synthesize the given product. Given the product [Cl:18][C:14]1[CH:15]=[N:16][C:7]([NH:6][CH:4]2[CH2:3][C:2]([F:1])([F:17])[CH2:5]2)=[C:8]([CH:13]=1)[C:9]([O:11][CH3:12])=[O:10], predict the reactants needed to synthesize it. The reactants are: [F:1][C:2]1([F:17])[CH2:5][CH:4]([NH:6][C:7]2[N:16]=[CH:15][CH:14]=[CH:13][C:8]=2[C:9]([O:11][CH3:12])=[O:10])[CH2:3]1.[Cl:18]N1C(=O)CCC1=O.CN(C=O)C.Cl.